From a dataset of Forward reaction prediction with 1.9M reactions from USPTO patents (1976-2016). Predict the product of the given reaction. (1) Given the reactants [NH:1]1[CH:5]=[N:4][N:3]=[N:2]1.[CH:6]([NH:9][CH:10]([CH3:12])[CH3:11])([CH3:8])[CH3:7].C(#N)C, predict the reaction product. The product is: [NH:1]1[C-:5]=[N:4][N:3]=[N:2]1.[CH:6]([NH2+:9][CH:10]([CH3:12])[CH3:11])([CH3:8])[CH3:7]. (2) Given the reactants [C:1]([O:5][C:6](=[O:29])[NH:7][C:8]1(/[CH:16]=[CH:17]/[C:18]2[CH:23]=[CH:22][C:21]([OH:24])=[C:20]([C:25]([F:28])([F:27])[F:26])[CH:19]=2)[CH2:13][O:12][C:11]([CH3:15])([CH3:14])[O:10][CH2:9]1)([CH3:4])([CH3:3])[CH3:2].C(=O)([O-])[O-].[K+].[K+].Br[CH2:37][CH2:38][CH2:39][C:40]1[CH:45]=[CH:44][CH:43]=[C:42]([CH3:46])[CH:41]=1.O, predict the reaction product. The product is: [C:1]([O:5][C:6](=[O:29])[NH:7][C:8]1(/[CH:16]=[CH:17]/[C:18]2[CH:23]=[CH:22][C:21]([O:24][CH2:37][CH2:38][CH2:39][C:40]3[CH:45]=[CH:44][CH:43]=[C:42]([CH3:46])[CH:41]=3)=[C:20]([C:25]([F:28])([F:26])[F:27])[CH:19]=2)[CH2:13][O:12][C:11]([CH3:15])([CH3:14])[O:10][CH2:9]1)([CH3:2])([CH3:3])[CH3:4]. (3) Given the reactants Br[C:2]1[CH:7]=[CH:6][C:5](OCC)=[CH:4][C:3]=1[C:11]([F:14])([F:13])[F:12].[Li]CCCC.[B:20](OC(C)C)([O:25]C(C)C)[O:21]C(C)C.[O:33]1CC[CH2:35][CH2:34]1, predict the reaction product. The product is: [CH2:34]([O:33][C:2]1[CH:7]=[CH:6][C:5]([B:20]([OH:25])[OH:21])=[CH:4][C:3]=1[C:11]([F:12])([F:13])[F:14])[CH3:35]. (4) Given the reactants Br[CH:2]([CH2:7][CH2:8][Br:9])[C:3]([O:5][CH3:6])=[O:4].[S:10]1C=CC=C1CC(O)=O.CCN(C(C)C)C(C)C.C1C[O:31][CH2:30][CH2:29]1, predict the reaction product. The product is: [C:30]([S:10][CH:2]([CH2:7][CH2:8][Br:9])[C:3]([O:5][CH3:6])=[O:4])(=[O:31])[CH3:29]. (5) The product is: [ClH:52].[NH2:8][CH2:9][C:10]([O:12][C:13]1([CH2:16][CH2:17][O:18][C:19]2[CH:28]=[C:27]3[C:22]([C:23]([O:29][C:30]4[CH:35]=[CH:34][C:33]([NH:36][C:37]([C:39]5([C:42](=[O:50])[NH:43][C:44]6[CH:45]=[CH:46][CH:47]=[CH:48][CH:49]=6)[CH2:40][CH2:41]5)=[O:38])=[CH:32][C:31]=4[F:51])=[CH:24][CH:25]=[N:26]3)=[CH:21][CH:20]=2)[CH2:14][CH2:15]1)=[O:11]. Given the reactants C(OC([NH:8][CH2:9][C:10]([O:12][C:13]1([CH2:16][CH2:17][O:18][C:19]2[CH:28]=[C:27]3[C:22]([C:23]([O:29][C:30]4[CH:35]=[CH:34][C:33]([NH:36][C:37]([C:39]5([C:42](=[O:50])[NH:43][C:44]6[CH:49]=[CH:48][CH:47]=[CH:46][CH:45]=6)[CH2:41][CH2:40]5)=[O:38])=[CH:32][C:31]=4[F:51])=[CH:24][CH:25]=[N:26]3)=[CH:21][CH:20]=2)[CH2:15][CH2:14]1)=[O:11])=O)(C)(C)C.[ClH:52], predict the reaction product. (6) The product is: [Br:15][C:16]1[CH:24]=[CH:23][C:19]([C:20]2[CH2:10][C:9]([C:4]3[CH:3]=[C:2]([Cl:1])[CH:7]=[C:6]([Cl:8])[CH:5]=3)([C:11]([F:14])([F:12])[F:13])[O:22][N:21]=2)=[CH:18][C:17]=1[CH3:26]. Given the reactants [Cl:1][C:2]1[CH:3]=[C:4]([C:9]([C:11]([F:14])([F:13])[F:12])=[CH2:10])[CH:5]=[C:6]([Cl:8])[CH:7]=1.[Br:15][C:16]1[CH:24]=[CH:23][C:19]([CH:20]=[N:21][OH:22])=[C:18](Cl)[C:17]=1[CH3:26].C(=O)([O-])O.[K+], predict the reaction product.